From a dataset of Forward reaction prediction with 1.9M reactions from USPTO patents (1976-2016). Predict the product of the given reaction. (1) Given the reactants ClC1C=C(NC2C3C(=CC(OCCOC)=C(N)C=3)N=CN=2)C=CC=1F.Cl[C:27]1[C:36]2[C:31](=[CH:32][C:33]([O:40][CH3:41])=[C:34]([N+:37]([O-])=O)[CH:35]=2)[N:30]=[CH:29][N:28]=1.[Cl:42][C:43]1[CH:49]=[C:48]([Cl:50])[C:47]([O:51][CH3:52])=[CH:46][C:44]=1[NH2:45], predict the reaction product. The product is: [Cl:42][C:43]1[CH:49]=[C:48]([Cl:50])[C:47]([O:51][CH3:52])=[CH:46][C:44]=1[NH:45][C:27]1[C:36]2[C:31](=[CH:32][C:33]([O:40][CH3:41])=[C:34]([NH2:37])[CH:35]=2)[N:30]=[CH:29][N:28]=1. (2) Given the reactants [CH:1]([N:5]=[C:6]=[O:7])([CH2:3][CH3:4])[CH3:2].[CH3:8][CH:9]1[CH:14]([CH3:15])[CH2:13][CH2:12][CH2:11][CH:10]1[OH:16], predict the reaction product. The product is: [CH3:8][CH:9]1[CH:14]([CH3:15])[CH2:13][CH2:12][CH2:11][CH:10]1[O:16][C:6](=[O:7])[NH:5][CH:1]([CH2:3][CH3:4])[CH3:2]. (3) Given the reactants [H-].[Na+].[C:3]1([OH:9])[CH:8]=[CH:7][CH:6]=[CH:5][CH:4]=1.[CH2:10]([C:12]1[CH:19]=[CH:18][C:15]([CH2:16]Cl)=[CH:14][CH:13]=1)[CH3:11], predict the reaction product. The product is: [CH2:10]([C:12]1[CH:19]=[CH:18][C:15]([CH2:16][C:4]2[CH:5]=[CH:6][CH:7]=[CH:8][C:3]=2[OH:9])=[CH:14][CH:13]=1)[CH3:11]. (4) Given the reactants O[C:2]1[CH:7]=[CH:6][CH:5]=[CH:4][C:3]=1[NH:8][C:9]([NH:11][CH2:12][CH2:13][N:14]1[C:18](=[O:19])[C:17]2=[CH:20][CH:21]=[CH:22][CH:23]=[C:16]2[C:15]1=[O:24])=[O:10].NC1C=C([OH:32])C=CC=1, predict the reaction product. The product is: [OH:32][C:7]1[CH:2]=[C:3]([NH:8][C:9]([NH:11][CH2:12][CH2:13][N:14]2[C:18](=[O:19])[C:17]3=[CH:20][CH:21]=[CH:22][CH:23]=[C:16]3[C:15]2=[O:24])=[O:10])[CH:4]=[CH:5][CH:6]=1. (5) Given the reactants [NH2:1][C:2]1[CH:7]=[CH:6][C:5]([N:8]2[C:12]([CH3:13])=[C:11]([C:14]([NH:16][N:17]3[CH2:22][CH2:21][CH2:20][CH2:19][CH2:18]3)=[O:15])[N:10]=[C:9]2[C:23]2[CH:28]=[CH:27][CH:26]=[CH:25][C:24]=2[Cl:29])=[CH:4][CH:3]=1.[C:30](OC(=O)C)(=[O:32])[CH3:31], predict the reaction product. The product is: [C:30]([NH:1][C:2]1[CH:3]=[CH:4][C:5]([N:8]2[C:12]([CH3:13])=[C:11]([C:14]([NH:16][N:17]3[CH2:22][CH2:21][CH2:20][CH2:19][CH2:18]3)=[O:15])[N:10]=[C:9]2[C:23]2[CH:28]=[CH:27][CH:26]=[CH:25][C:24]=2[Cl:29])=[CH:6][CH:7]=1)(=[O:32])[CH3:31]. (6) Given the reactants [F:1][C:2]1[CH:7]=[CH:6][C:5]([N:8]2[C:13](=[O:14])[C:12]([C:15]([OH:17])=O)=[CH:11][CH:10]=[N:9]2)=[CH:4][CH:3]=1.C(Cl)(=O)C(Cl)=O.COC1C=CC(C[N:31]2[C:35]3=[N:36][CH:37]=[CH:38][C:39]([O:40][C:41]4[C:46]([F:47])=[CH:45][C:44]([NH2:48])=[C:43]([F:49])[CH:42]=4)=[C:34]3[C:33]([CH3:50])=[N:32]2)=CC=1.C(N(CC)CC)C, predict the reaction product. The product is: [F:49][C:43]1[CH:42]=[C:41]([O:40][C:39]2[CH:38]=[CH:37][N:36]=[C:35]3[NH:31][N:32]=[C:33]([CH3:50])[C:34]=23)[C:46]([F:47])=[CH:45][C:44]=1[NH:48][C:15]([C:12]1[C:13](=[O:14])[N:8]([C:5]2[CH:4]=[CH:3][C:2]([F:1])=[CH:7][CH:6]=2)[N:9]=[CH:10][CH:11]=1)=[O:17].